Dataset: Full USPTO retrosynthesis dataset with 1.9M reactions from patents (1976-2016). Task: Predict the reactants needed to synthesize the given product. Given the product [C:38]([O:8][C@@H:7]1[CH2:6][CH2:5][N:4]([C:9]([O:11][CH2:12][C:13]2[CH:18]=[CH:17][CH:16]=[CH:15][CH:14]=2)=[O:10])[CH2:3][C@H:2]1[F:1])(=[O:45])[C:39]1[CH:44]=[CH:43][CH:42]=[CH:41][CH:40]=1, predict the reactants needed to synthesize it. The reactants are: [F:1][C@H:2]1[C@@H:7]([OH:8])[CH2:6][CH2:5][N:4]([C:9]([O:11][CH2:12][C:13]2[CH:18]=[CH:17][CH:16]=[CH:15][CH:14]=2)=[O:10])[CH2:3]1.C1(P(C2C=CC=CC=2)C2C=CC=CC=2)C=CC=CC=1.[C:38](O)(=[O:45])[C:39]1[CH:44]=[CH:43][CH:42]=[CH:41][CH:40]=1.N(C(OC(C)C)=O)=NC(OC(C)C)=O.